This data is from Reaction yield outcomes from USPTO patents with 853,638 reactions. The task is: Predict the reaction yield, written as a fraction of the theoretical maximum amount of product (1.0 means a 100% yield; for example, 0.34 means a 34% yield). The reactants are N(C(OC(C)C)=O)=NC(OC(C)C)=O.[Si:15]([O:22][C@H:23]([C@@H:25](O)[CH2:26][CH2:27][CH2:28][CH2:29][CH3:30])[CH3:24])([C:18]([CH3:21])([CH3:20])[CH3:19])([CH3:17])[CH3:16].[Si:32]([O:39][C@@H:40]([CH2:44][CH2:45][CH2:46][CH2:47][CH3:48])[C@@H:41](O)[CH3:42])([C:35]([CH3:38])([CH3:37])[CH3:36])([CH3:34])[CH3:33].[Cl:49][C:50]1[N:58]=[CH:57][N:56]=[C:55]2[C:51]=1[N:52]=[CH:53][NH:54]2.C1(P(C2C=CC=CC=2)C2C=CC=CC=2)C=CC=CC=1. The product is [Si:15]([O:22][C@H:23]([C@H:25]([N:54]1[CH:53]=[N:52][C:51]2[C:55]1=[N:56][CH:57]=[N:58][C:50]=2[Cl:49])[CH2:26][CH2:27][CH2:28][CH2:29][CH3:30])[CH3:24])([C:18]([CH3:21])([CH3:20])[CH3:19])([CH3:17])[CH3:16].[Si:32]([O:39][C@@H:40]([CH2:44][CH2:45][CH2:46][CH2:47][CH3:48])[C@H:41]([N:54]1[CH:53]=[N:52][C:51]2[C:55]1=[N:56][CH:57]=[N:58][C:50]=2[Cl:49])[CH3:42])([C:35]([CH3:38])([CH3:37])[CH3:36])([CH3:34])[CH3:33]. The yield is 0.0700. The catalyst is O1CCCC1.